From a dataset of Catalyst prediction with 721,799 reactions and 888 catalyst types from USPTO. Predict which catalyst facilitates the given reaction. (1) Reactant: [CH3:1][O:2][C:3]1[CH:8]=[CH:7][C:6]([C:9]([F:12])([F:11])[F:10])=[CH:5][C:4]=1[N:13]=[C:14]=[O:15].[F:16][C:17]1[CH:23]=[CH:22][CH:21]=[CH:20][C:18]=1[NH2:19]. Product: [F:16][C:17]1[CH:23]=[CH:22][CH:21]=[CH:20][C:18]=1[NH:19][C:14]([NH:13][C:4]1[CH:5]=[C:6]([C:9]([F:12])([F:11])[F:10])[CH:7]=[CH:8][C:3]=1[O:2][CH3:1])=[O:15]. The catalyst class is: 10. (2) Reactant: O[CH:2]=[C:3]1[C:11]2[C:6](=[CH:7][C:8]([C:12]([C:14]3[CH:19]=[CH:18][C:17]([NH:20][C:21]([C:23]4[S:24][C:25]([C:28](=[O:30])[CH3:29])=[CH:26][CH:27]=4)=[O:22])=[CH:16][CH:15]=3)=[O:13])=[CH:9][CH:10]=2)[NH:5][C:4]1=[O:31].[NH2:32][C:33]1[CH:34]=[CH:35][C:36]([O:40][CH3:41])=[C:37]([OH:39])[CH:38]=1. Product: [OH:39][C:37]1[CH:38]=[C:33]([NH:32][CH:2]=[C:3]2[C:11]3[C:6](=[CH:7][C:8]([C:12]([C:14]4[CH:15]=[CH:16][C:17]([NH:20][C:21]([C:23]5[S:24][C:25]([C:28](=[O:30])[CH3:29])=[CH:26][CH:27]=5)=[O:22])=[CH:18][CH:19]=4)=[O:13])=[CH:9][CH:10]=3)[NH:5][C:4]2=[O:31])[CH:34]=[CH:35][C:36]=1[O:40][CH3:41]. The catalyst class is: 1. (3) Reactant: [N+:1]([C:4]1[CH:12]=[CH:11][CH:10]=[C:9]2[C:5]=1[CH2:6][N:7]([CH2:14][C:15]1[CH:20]=[CH:19][CH:18]=[C:17]([CH2:21][SiH3:22])[CH:16]=1)[C:8]2=[O:13])([O-])=O. Product: [NH2:1][C:4]1[CH:12]=[CH:11][CH:10]=[C:9]2[C:5]=1[CH2:6][N:7]([CH2:14][C:15]1[CH:20]=[CH:19][CH:18]=[C:17]([CH2:21][SiH3:22])[CH:16]=1)[C:8]2=[O:13]. The catalyst class is: 312. (4) Reactant: [C:1]([NH:4][C@@H:5]([CH2:9][CH2:10][S:11][CH3:12])[C:6]([OH:8])=O)(=[O:3])[CH3:2].C(N(CC)CC)C.CN(C(ON1N=NC2C=CC=NC1=2)=[N+](C)C)C.F[P-](F)(F)(F)(F)F.Cl.[NH2:45][CH2:46][CH2:47][O:48][C:49]1[CH:54]=[CH:53][C:52]([NH:55][C:56](=[O:65])[C:57]2[CH:62]=[CH:61][CH:60]=[C:59]([O:63][CH3:64])[CH:58]=2)=[CH:51][C:50]=1[C:66]1[N:70]([CH3:71])[N:69]=[CH:68][CH:67]=1. Product: [C:1]([NH:4][C@@H:5]([CH2:9][CH2:10][S:11][CH3:12])[C:6]([NH:45][CH2:46][CH2:47][O:48][C:49]1[CH:54]=[CH:53][C:52]([NH:55][C:56](=[O:65])[C:57]2[CH:62]=[CH:61][CH:60]=[C:59]([O:63][CH3:64])[CH:58]=2)=[CH:51][C:50]=1[C:66]1[N:70]([CH3:71])[N:69]=[CH:68][CH:67]=1)=[O:8])(=[O:3])[CH3:2]. The catalyst class is: 4. (5) Reactant: [Cl:1][C:2]1[CH:14]=[N:13][C:5]2[NH:6][C:7]3[CH2:12][CH2:11][NH:10][CH2:9][C:8]=3[C:4]=2[CH:3]=1.CCN(C(C)C)C(C)C.[Cl:24][C:25]1[CH:30]=[CH:29][CH:28]=[CH:27][C:26]=1[N:31]=[C:32]=[O:33].Cl.CCOCC. Product: [ClH:1].[Cl:24][C:25]1[CH:30]=[CH:29][CH:28]=[CH:27][C:26]=1[NH:31][C:32]([N:10]1[CH2:11][CH2:12][C:7]2[NH:6][C:5]3[N:13]=[CH:14][C:2]([Cl:1])=[CH:3][C:4]=3[C:8]=2[CH2:9]1)=[O:33]. The catalyst class is: 158. (6) Reactant: [Cl:1][C:2]1[CH:7]=[CH:6][C:5]([C@H:8]2[C@H:13]([OH:14])[C@@H:12]([OH:15])[C@H:11]([OH:16])[C@@H:10]([CH2:17]SC)[O:9]2)=[CH:4][C:3]=1[CH2:20][C:21]1[S:22][C:23]([C:26]2[O:27][CH:28]=[CH:29][CH:30]=2)=[CH:24][N:25]=1.Cl[C:32]1C=C(C=CC=1)C(OO)=O.[S:42]([O-:46])([O-])(=[O:44])=S.[Na+].[Na+]. Product: [Cl:1][C:2]1[CH:7]=[CH:6][C:5]([C@H:8]2[C@H:13]([OH:14])[C@@H:12]([OH:15])[C@H:11]([OH:16])[C@@H:10]([CH2:17][S:42]([CH3:32])(=[O:46])=[O:44])[O:9]2)=[CH:4][C:3]=1[CH2:20][C:21]1[S:22][C:23]([C:26]2[O:27][CH:28]=[CH:29][CH:30]=2)=[CH:24][N:25]=1. The catalyst class is: 2. (7) Product: [Cl:1][C:2]1[CH:3]=[C:4]2[C:9](=[CH:10][C:11]=1[Cl:12])[N:8]=[C:7]([C:13]([OH:21])=[O:27])[CH:6]=[CH:5]2. Reactant: [Cl:1][C:2]1[CH:3]=[C:4]2[C:9](=[CH:10][C:11]=1[Cl:12])[N:8]=[C:7](/[CH:13]=C/C1C=CC=CC=1)[CH:6]=[CH:5]2.[O-:21][Mn](=O)(=O)=O.[K+].[OH2:27]. The catalyst class is: 17.